This data is from Forward reaction prediction with 1.9M reactions from USPTO patents (1976-2016). The task is: Predict the product of the given reaction. Given the reactants C(=O)([O-])[O-].[K+].[K+].[CH2:7]([O:9][C:10](=[O:27])[C:11]1[CH:16]=[CH:15][C:14]([O:17][C:18]2[CH:23]=[CH:22][C:21]([C:24]#[N:25])=[CH:20][CH:19]=2)=[N:13][C:12]=1Cl)[CH3:8].[F:28][C:29]([F:39])([F:38])[O:30][C:31]1[CH:36]=[CH:35][C:34]([OH:37])=[CH:33][CH:32]=1, predict the reaction product. The product is: [CH2:7]([O:9][C:10](=[O:27])[C:11]1[CH:16]=[CH:15][C:14]([O:17][C:18]2[CH:23]=[CH:22][C:21]([C:24]#[N:25])=[CH:20][CH:19]=2)=[N:13][C:12]=1[O:37][C:34]1[CH:35]=[CH:36][C:31]([O:30][C:29]([F:28])([F:38])[F:39])=[CH:32][CH:33]=1)[CH3:8].